From a dataset of Forward reaction prediction with 1.9M reactions from USPTO patents (1976-2016). Predict the product of the given reaction. (1) Given the reactants [C:1](=[O:41])([O:3][C@@H:4]1[C@@H:5]([O:39][CH3:40])[CH:6]=[CH:7][CH:8]=[C:9]([CH3:38])[C:10](=[O:37])[NH:11][C:12]2[C:31](=[O:32])[C:16]([CH2:17][C@@H:18]([CH3:30])[CH2:19][C@H:20]([O:28][CH3:29])[C@H:21]([OH:27])[C@@H:22]([CH3:26])[CH:23]=[C:24]1[CH3:25])=[C:15]([O:33][CH3:34])[C:14](=[O:35])[C:13]=2I)[NH2:2].[C:42]1([As]([C:44]2[CH:45]=[CH:46]C=[CH:42][CH:43]=2)[C:44]2[CH:45]=[CH:46]C=[CH:42][CH:43]=2)C=[CH:46][CH:45]=[CH:44][CH:43]=1.C([Sn](CCCC)(CCCC)C1C=CC(OC)=CC=1)CCC.C[N:83](C=O)C, predict the reaction product. The product is: [C:1](=[O:41])([O:3][C@@H:4]1[C@@H:5]([O:39][CH3:40])[CH:6]=[CH:7][CH:8]=[C:9]([CH3:38])[C:10](=[O:37])[NH:11][C:12]2[C:31](=[O:32])[C:16]([CH2:17][C@@H:18]([CH3:30])[CH2:19][C@H:20]([O:28][CH3:29])[C@H:21]([OH:27])[C@@H:22]([CH3:26])[CH:23]=[C:24]1[CH3:25])=[C:15]([O:33][CH3:34])[C:14](=[O:35])[C:13]=2[C:46]1[CH:45]=[CH:44][CH:43]=[CH:42][N:83]=1)[NH2:2]. (2) The product is: [CH3:23][O:22][C:20]([C:18]1[CH:19]=[C:14]([N:11]2[CH2:12][CH2:13][N:8]([C:6]([O:5][C:1]([CH3:4])([CH3:3])[CH3:2])=[O:7])[CH2:9][CH2:10]2)[N:15]=[C:16]([C:36]2[CH:35]=[CH:34][N:33]=[C:32]([NH:31][CH:25]3[CH2:30][CH2:29][CH2:28][CH2:27][CH2:26]3)[CH:37]=2)[CH:17]=1)=[O:21]. Given the reactants [C:1]([O:5][C:6]([N:8]1[CH2:13][CH2:12][N:11]([C:14]2[CH:19]=[C:18]([C:20]([O:22][CH3:23])=[O:21])[CH:17]=[C:16](Cl)[N:15]=2)[CH2:10][CH2:9]1)=[O:7])([CH3:4])([CH3:3])[CH3:2].[CH:25]1([NH:31][C:32]2[CH:37]=[C:36]([Sn](C)(C)C)[CH:35]=[CH:34][N:33]=2)[CH2:30][CH2:29][CH2:28][CH2:27][CH2:26]1.[F-].[Cs+], predict the reaction product. (3) Given the reactants [CH3:1][O:2][C:3](=[O:47])[CH2:4][C:5]1[CH:10]=[CH:9][CH:8]=[C:7]([O:11][CH2:12][CH2:13][N:14]2[CH2:20][CH2:19][CH2:18][N:17]([C:21]3[CH:26]=[CH:25][C:24]([CH2:27][N:28]4[C:36](=[O:37])[NH:35][C:34]5[C:29]4=[N:30][C:31]([O:39][CH2:40][CH2:41][CH2:42][CH3:43])=[N:32][C:33]=5[NH2:38])=[CH:23][C:22]=3[N+:44]([O-])=O)[CH2:16][CH2:15]2)[CH:6]=1, predict the reaction product. The product is: [CH3:1][O:2][C:3](=[O:47])[CH2:4][C:5]1[CH:10]=[CH:9][CH:8]=[C:7]([O:11][CH2:12][CH2:13][N:14]2[CH2:20][CH2:19][CH2:18][N:17]([C:21]3[CH:26]=[CH:25][C:24]([CH2:27][N:28]4[C:36](=[O:37])[NH:35][C:34]5[C:29]4=[N:30][C:31]([O:39][CH2:40][CH2:41][CH2:42][CH3:43])=[N:32][C:33]=5[NH2:38])=[CH:23][C:22]=3[NH2:44])[CH2:16][CH2:15]2)[CH:6]=1. (4) Given the reactants C(OC([N:8]1[CH2:13][CH2:12][N:11]([S:14]([C:17]2[CH:22]=[CH:21][CH:20]=[C:19]([Cl:23])[CH:18]=2)(=[O:16])=[O:15])[CH2:10][CH:9]1[C:24]([N:26]1[CH2:31][CH2:30][N:29]([C:32]2[CH:37]=[C:36]([CH3:38])[CH:35]=[CH:34][C:33]=2[CH3:39])[CH2:28][CH2:27]1)=[O:25])=O)(C)(C)C.Cl, predict the reaction product. The product is: [Cl:23][C:19]1[CH:18]=[C:17]([S:14]([N:11]2[CH2:12][CH2:13][NH:8][CH:9]([C:24]([N:26]3[CH2:31][CH2:30][N:29]([C:32]4[CH:37]=[C:36]([CH3:38])[CH:35]=[CH:34][C:33]=4[CH3:39])[CH2:28][CH2:27]3)=[O:25])[CH2:10]2)(=[O:15])=[O:16])[CH:22]=[CH:21][CH:20]=1. (5) Given the reactants [F:1][C:2]([F:14])([F:13])[O:3][C:4]1[CH:5]=[C:6]([C:10](=[O:12])[CH3:11])[CH:7]=[CH:8][CH:9]=1.[H-].[H-].[H-].[H-].[Li+].[Al+3], predict the reaction product. The product is: [F:1][C:2]([F:13])([F:14])[O:3][C:4]1[CH:5]=[C:6]([CH:10]([OH:12])[CH3:11])[CH:7]=[CH:8][CH:9]=1.